From a dataset of Forward reaction prediction with 1.9M reactions from USPTO patents (1976-2016). Predict the product of the given reaction. (1) Given the reactants [OH:1][CH:2]1[CH2:7][CH2:6][NH:5][CH2:4][CH2:3]1.Br[C:9]1[CH:14]=[CH:13][C:12]([CH3:15])=[CH:11][N:10]=1.C(N(C(C)C)CC)(C)C.O, predict the reaction product. The product is: [CH3:15][C:12]1[CH:13]=[CH:14][C:9]([N:5]2[CH2:6][CH2:7][CH:2]([OH:1])[CH2:3][CH2:4]2)=[N:10][CH:11]=1. (2) The product is: [N:19]1([CH:13]([C:10]2[S:9][C:8]([C:4]3[CH:5]=[CH:6][CH:7]=[C:2]([F:1])[CH:3]=3)=[N:12][CH:11]=2)[CH2:14][CH3:15])[CH:18]=[CH:17][N:21]=[CH:20]1. Given the reactants [F:1][C:2]1[CH:3]=[C:4]([C:8]2[S:9][C:10]([CH:13](O)[CH2:14][CH3:15])=[CH:11][N:12]=2)[CH:5]=[CH:6][CH:7]=1.[CH:17]1[N:21]=[CH:20][N:19](C([N:19]2[CH:20]=[N:21][CH:17]=[CH:18]2)=O)[CH:18]=1, predict the reaction product. (3) Given the reactants [F:1][C:2]([F:19])([F:18])[C:3]1[CH:8]=[CH:7][C:6]([S:9]([N:12]2[CH2:17][CH2:16][NH:15][CH2:14][CH2:13]2)(=[O:11])=[O:10])=[CH:5][CH:4]=1.C1C=CC2N(O)N=NC=2C=1.O.CN(C(ON1N=NC2C=CC=CC1=2)=[N+](C)C)C.F[P-](F)(F)(F)(F)F.[CH3:55][C:56]1[C:61]([C:62](O)=[O:63])=[CH:60][CH:59]=[CH:58][N:57]=1.CCN(C(C)C)C(C)C, predict the reaction product. The product is: [CH3:55][C:56]1[C:61]([C:62]([N:15]2[CH2:16][CH2:17][N:12]([S:9]([C:6]3[CH:5]=[CH:4][C:3]([C:2]([F:1])([F:18])[F:19])=[CH:8][CH:7]=3)(=[O:10])=[O:11])[CH2:13][CH2:14]2)=[O:63])=[CH:60][CH:59]=[CH:58][N:57]=1.